This data is from NCI-60 drug combinations with 297,098 pairs across 59 cell lines. The task is: Regression. Given two drug SMILES strings and cell line genomic features, predict the synergy score measuring deviation from expected non-interaction effect. (1) Drug 1: C(=O)(N)NO. Drug 2: CC1CCCC2(C(O2)CC(NC(=O)CC(C(C(=O)C(C1O)C)(C)C)O)C(=CC3=CSC(=N3)C)C)C. Cell line: SNB-19. Synergy scores: CSS=42.3, Synergy_ZIP=2.68, Synergy_Bliss=-0.477, Synergy_Loewe=-32.6, Synergy_HSA=-2.60. (2) Drug 1: CN(C)C1=NC(=NC(=N1)N(C)C)N(C)C. Drug 2: CC1=C(C=C(C=C1)C(=O)NC2=CC(=CC(=C2)C(F)(F)F)N3C=C(N=C3)C)NC4=NC=CC(=N4)C5=CN=CC=C5. Cell line: SF-268. Synergy scores: CSS=5.45, Synergy_ZIP=3.74, Synergy_Bliss=13.0, Synergy_Loewe=5.64, Synergy_HSA=6.86. (3) Drug 1: CC1=C2C(C(=O)C3(C(CC4C(C3C(C(C2(C)C)(CC1OC(=O)C(C(C5=CC=CC=C5)NC(=O)OC(C)(C)C)O)O)OC(=O)C6=CC=CC=C6)(CO4)OC(=O)C)OC)C)OC. Drug 2: CCC1(C2=C(COC1=O)C(=O)N3CC4=CC5=C(C=CC(=C5CN(C)C)O)N=C4C3=C2)O.Cl. Cell line: UO-31. Synergy scores: CSS=46.6, Synergy_ZIP=-1.94, Synergy_Bliss=0.0759, Synergy_Loewe=0.609, Synergy_HSA=3.46. (4) Drug 1: CC1=C(C=C(C=C1)C(=O)NC2=CC(=CC(=C2)C(F)(F)F)N3C=C(N=C3)C)NC4=NC=CC(=N4)C5=CN=CC=C5. Drug 2: CC1=C(C(=O)C2=C(C1=O)N3CC4C(C3(C2COC(=O)N)OC)N4)N. Cell line: HT29. Synergy scores: CSS=28.1, Synergy_ZIP=4.07, Synergy_Bliss=4.96, Synergy_Loewe=-16.8, Synergy_HSA=2.09. (5) Drug 1: CN(CCCl)CCCl.Cl. Drug 2: CC1CCCC2(C(O2)CC(NC(=O)CC(C(C(=O)C(C1O)C)(C)C)O)C(=CC3=CSC(=N3)C)C)C. Cell line: HCT116. Synergy scores: CSS=66.1, Synergy_ZIP=-3.90, Synergy_Bliss=-6.10, Synergy_Loewe=-10.2, Synergy_HSA=-2.11. (6) Drug 1: C1=NC2=C(N=C(N=C2N1C3C(C(C(O3)CO)O)O)F)N. Drug 2: CN(CCCl)CCCl.Cl. Cell line: BT-549. Synergy scores: CSS=21.4, Synergy_ZIP=-8.10, Synergy_Bliss=-6.38, Synergy_Loewe=-3.33, Synergy_HSA=-1.48. (7) Drug 1: CN(C)C1=NC(=NC(=N1)N(C)C)N(C)C. Cell line: SK-MEL-28. Synergy scores: CSS=-5.31, Synergy_ZIP=2.90, Synergy_Bliss=1.33, Synergy_Loewe=-2.92, Synergy_HSA=-3.28. Drug 2: CCCCCOC(=O)NC1=NC(=O)N(C=C1F)C2C(C(C(O2)C)O)O. (8) Drug 1: CC12CCC(CC1=CCC3C2CCC4(C3CC=C4C5=CN=CC=C5)C)O. Drug 2: CNC(=O)C1=CC=CC=C1SC2=CC3=C(C=C2)C(=NN3)C=CC4=CC=CC=N4. Cell line: A549. Synergy scores: CSS=15.3, Synergy_ZIP=-1.60, Synergy_Bliss=3.95, Synergy_Loewe=1.50, Synergy_HSA=3.80. (9) Drug 1: CNC(=O)C1=CC=CC=C1SC2=CC3=C(C=C2)C(=NN3)C=CC4=CC=CC=N4. Drug 2: CCN(CC)CCCC(C)NC1=C2C=C(C=CC2=NC3=C1C=CC(=C3)Cl)OC. Cell line: ACHN. Synergy scores: CSS=17.5, Synergy_ZIP=-4.83, Synergy_Bliss=-4.99, Synergy_Loewe=-11.7, Synergy_HSA=-5.78. (10) Cell line: SF-268. Synergy scores: CSS=60.1, Synergy_ZIP=5.67, Synergy_Bliss=9.09, Synergy_Loewe=-7.08, Synergy_HSA=10.6. Drug 2: C1=CC(=CC=C1CC(C(=O)O)N)N(CCCl)CCCl.Cl. Drug 1: C1=CC(=C2C(=C1NCCNCCO)C(=O)C3=C(C=CC(=C3C2=O)O)O)NCCNCCO.